From a dataset of Forward reaction prediction with 1.9M reactions from USPTO patents (1976-2016). Predict the product of the given reaction. (1) Given the reactants [CH:1]1([CH2:7][O:8][C:9]2[CH:10]=[C:11]([CH:15]=[CH:16][CH:17]=2)[C:12]([OH:14])=O)[CH2:6][CH2:5][CH2:4][CH2:3][CH2:2]1.C1C=CC2N(O)N=NC=2C=1.C(Cl)CCl.[OH:32][C:33]12[CH2:42][CH:37]3[CH2:38][CH:39]([CH2:41][CH:35]([CH:36]3[NH:43][CH3:44])[CH2:34]1)[CH2:40]2.CCN(C(C)C)C(C)C, predict the reaction product. The product is: [CH:1]1([CH2:7][O:8][C:9]2[CH:10]=[C:11]([CH:15]=[CH:16][CH:17]=2)[C:12]([N:43]([CH:36]2[CH:37]3[CH2:38][CH:39]4[CH2:40][C:33]([OH:32])([CH2:34][CH:35]2[CH2:41]4)[CH2:42]3)[CH3:44])=[O:14])[CH2:2][CH2:3][CH2:4][CH2:5][CH2:6]1. (2) Given the reactants COC(=O)C(O)=CC(=O)N(CC1C=CC(F)=CC=1)C.C=O.[C:22]1([CH2:28][CH2:29][CH2:30][NH2:31])[CH:27]=[CH:26][CH:25]=[CH:24][CH:23]=1.[F:32][C:33]1[CH:51]=[CH:50][C:36]([CH2:37][N:38]([CH3:49])[C:39]([C:41]2[CH2:42]N(C)[C:44](=[O:47])[C:45]=2[OH:46])=[O:40])=[CH:35][CH:34]=1, predict the reaction product. The product is: [F:32][C:33]1[CH:51]=[CH:50][C:36]([CH2:37][N:38]([CH3:49])[C:39]([C:41]2[CH2:42][N:31]([CH2:30][CH2:29][CH2:28][C:22]3[CH:27]=[CH:26][CH:25]=[CH:24][CH:23]=3)[C:44](=[O:47])[C:45]=2[OH:46])=[O:40])=[CH:35][CH:34]=1. (3) Given the reactants Cl[C:2]1[N:11]=[CH:10][C:9]2[N:8]([CH3:12])[C:7](=[O:13])[C@@H:6]([CH2:14][CH3:15])[N:5]([CH:16]([CH3:18])[CH3:17])[C:4]=2[N:3]=1.[NH:19]1[CH:23]=[C:22](B(O)O)[CH:21]=[N:20]1, predict the reaction product. The product is: [CH2:14]([C@H:6]1[N:5]([CH:16]([CH3:18])[CH3:17])[C:4]2[N:3]=[C:2]([C:22]3[CH:23]=[N:19][NH:20][CH:21]=3)[N:11]=[CH:10][C:9]=2[N:8]([CH3:12])[C:7]1=[O:13])[CH3:15].